The task is: Binary Classification. Given a miRNA mature sequence and a target amino acid sequence, predict their likelihood of interaction.. This data is from Experimentally validated miRNA-target interactions with 360,000+ pairs, plus equal number of negative samples. (1) The miRNA is hsa-miR-103a-3p with sequence AGCAGCAUUGUACAGGGCUAUGA. The protein sequence of the target gene is MAETKLQLFVKASEDGESVGHCPSCQRLFMVLLLKGVPFTLTTVDTRRSPDVLKDFAPGSQLPILLYDSDAKTDTLQIEDFLEETLGPPDFPSLAPRYRESNTAGNDVFHKFSAFIKNPVPAQDEALYQQLLRALARLDSYLRAPLEHELAGEPQLRESRRRFLDGDRLTLADCSLLPKLHIVDTVCAHFRQAPIPAELRGVRRYLDSAMQEKEFKYTCPHSAEILAAYRPAVHPR. Result: 0 (no interaction). (2) The protein sequence of the target gene is MCPCPLHRGRGPPAVCACSAGRLGLRSSAAQLTAARLKALGDELHQRTMWRRRARSRRAPAPGALPTYWPWLCAAAQVAALAAWLLGRRNL. The miRNA is hsa-miR-34a-5p with sequence UGGCAGUGUCUUAGCUGGUUGU. Result: 1 (interaction). (3) The miRNA is hsa-miR-3942-3p with sequence UUUCAGAUAACAGUAUUACAU. The protein sequence of the target gene is MGRCCFYTAGTLSLLLLVTSVTLLVARVFQKAVDQSIEKKIVLRNGTEAFDSWEKPPLPVYTQFYFFNVTNPEEILRGETPRVEEVGPYTYRELRNKANIQFGDNGTTISAVSNKAYVFERDQSVGDPKIDLIRTLNIPVLTVIEWSQVHFLREIIEAMLKAYQQKLFVTHTVDELLWGYKDEILSLIHVFRPDISPYFGLFYEKNGTNDGDYVFLTGEDSYLNFTKIVEWNGKTSLDWWITDKCNMINGTDGDSFHPLITKDEVLYVFPSDFCRSVYITFSDYESVQGLPAFRYKVPAE.... Result: 1 (interaction). (4) The miRNA is hsa-miR-301a-3p with sequence CAGUGCAAUAGUAUUGUCAAAGC. The protein sequence of the target gene is MQSGPRPPLPAPGLALALTLTMLARLASAASFFGENHLEVPVATALTDIDLQLQFSTSQPEALLLLAAGPADHLLLQLYSGRLQVRLVLGQEELRLQTPAETLLSDSIPHTVVLTVVEGWATLSVDGFLNASSAVPGAPLEVPYGLFVGGTGTLGLPYLRGTSRPLRGCLHAATLNGRSLLRPLTPDVHEGCAEEFSASDDVALGFSGPHSLAAFPAWGTQDEGTLEFTLTTQSRQAPLAFQAGGRRGDFIYVDIFEGHLRAVVEKGQGTVLLHNSVPVADGQPHEVSVHINAHRLEISV.... Result: 0 (no interaction). (5) The miRNA is hsa-miR-890 with sequence UACUUGGAAAGGCAUCAGUUG. The protein sequence of the target gene is MSGKGGWAWWWARLPLCLLLSLYGSWVPSSLGKPKGHPHMNSIRIDGDITLGGLFPVHGRGSEGKACGELKKEKGIHRLEAMLFALDRINNDPDLLPNITLGARILDTCSRDTHALEQSLTFVQALIEKDGTEVRCGSGGPPIITKPERVVGVIGASGSSVSIMVANILRLFKIPQISYASTAPDLSDNSRYDFFSRVVPSDTYQAQAMVDIVRALKWNYVSTLASEGSYGESGVEAFIQKSRENGGVCIAQSVKIPREPKTGEFDKIIKRLLETSNARAIIIFANEDDIRRVLEAARRA.... Result: 0 (no interaction).